Dataset: Forward reaction prediction with 1.9M reactions from USPTO patents (1976-2016). Task: Predict the product of the given reaction. (1) The product is: [N+:1]([C:4]1[C:5]2[NH:11][C:13]([NH2:14])=[N:10][C:6]=2[CH:7]=[CH:8][CH:9]=1)([O-:3])=[O:2]. Given the reactants [N+:1]([C:4]1[CH:9]=[CH:8][CH:7]=[C:6]([NH2:10])[C:5]=1[NH2:11])([O-:3])=[O:2].Br[C:13]#[N:14].O, predict the reaction product. (2) Given the reactants [Cl:1][C:2]1[CH:7]=[CH:6][C:5]([SH:8])=[CH:4][CH:3]=1.C[O-].[Na+].[Br:12][C:13]1([Br:29])[CH2:15][C:14]1([Br:28])[CH2:16][CH2:17]OS(C1C=CC=CC=1)(=O)=O, predict the reaction product. The product is: [Cl:1][C:2]1[CH:7]=[CH:6][C:5]([S:8][CH2:17][CH2:16][C:14]2([Br:28])[CH2:15][C:13]2([Br:29])[Br:12])=[CH:4][CH:3]=1.